Task: Predict the reactants needed to synthesize the given product.. Dataset: Full USPTO retrosynthesis dataset with 1.9M reactions from patents (1976-2016) (1) Given the product [C:19]([C:18]1[C:14]2[C:15](=[C:10]([O:9][CH2:8][C:7]3[CH:6]=[CH:5][C:4]([F:3])=[CH:28][CH:27]=3)[N:11]=[N:12][CH:13]=2)[N:16]([CH2:22][C@H:23]2[CH2:25][C@@H:24]2[CH3:26])[C:17]=1[CH3:21])([OH:1])=[O:20], predict the reactants needed to synthesize it. The reactants are: [OH-:1].[Li+].[F:3][C:4]1[CH:28]=[CH:27][C:7]([CH2:8][O:9][C:10]2[N:11]=[N:12][CH:13]=[C:14]3[C:18]([CH:19]=[O:20])=[C:17]([CH3:21])[N:16]([CH2:22][C@H:23]4[CH2:25][C@@H:24]4[CH3:26])[C:15]=23)=[CH:6][CH:5]=1.Cl. (2) Given the product [F:1][C:2]1[CH:3]=[C:4]([CH:7]=[CH:8][C:9]=1[F:10])[CH:5]=[C:12]([CH3:13])[C:11]([OH:15])=[O:14], predict the reactants needed to synthesize it. The reactants are: [F:1][C:2]1[CH:3]=[C:4]([CH:7]=[CH:8][C:9]=1[F:10])[CH:5]=O.[C:11]([O:15]C(=O)CC)(=[O:14])[CH2:12][CH3:13].C([O-])(=O)CC.[Na+].